Dataset: Full USPTO retrosynthesis dataset with 1.9M reactions from patents (1976-2016). Task: Predict the reactants needed to synthesize the given product. (1) Given the product [C:1]([O:5][C:6]([N:8]1[CH2:13][CH2:12][CH:11]([N:14]([CH:15]2[CH2:17][CH2:16]2)[C:18]([C:20]2[CH:21]=[N:22][C:23]([C:35]3[O:39][CH:38]=[N:37][CH:36]=3)=[N:24][CH:25]=2)=[O:19])[CH2:10][CH2:9]1)=[O:7])([CH3:4])([CH3:3])[CH3:2], predict the reactants needed to synthesize it. The reactants are: [C:1]([O:5][C:6]([N:8]1[CH2:13][CH2:12][CH:11]([N:14]([C:18]([C:20]2[CH:21]=[N:22][C:23](Cl)=[N:24][CH:25]=2)=[O:19])[CH:15]2[CH2:17][CH2:16]2)[CH2:10][CH2:9]1)=[O:7])([CH3:4])([CH3:3])[CH3:2].CC1(C)C(C)(C)OB([C:35]2[O:39][C:38]([Si](C(C)C)(C(C)C)C(C)C)=[N:37][CH:36]=2)O1. (2) Given the product [CH3:11][O:10][CH2:9][O:8][C:7]1[C:2]([CH2:12][CH2:13][CH3:14])=[N:3][CH:4]=[CH:5][CH:6]=1, predict the reactants needed to synthesize it. The reactants are: Cl[C:2]1[C:7]([O:8][CH2:9][O:10][CH3:11])=[CH:6][CH:5]=[CH:4][N:3]=1.[CH2:12]([Mg]Cl)[CH2:13][CH3:14].Cl. (3) Given the product [NH2:38][C:35]1[S:36][CH:37]=[C:33](/[C:12](=[N:11]/[O:10][C:7]([CH3:9])([CH3:8])[C:6]([OH:46])=[O:5])/[C:13](=[O:14])[NH:15][C@H:16]2[C@@H:19]([CH2:20][N:21]3[CH2:26][CH2:25][CH2:24][CH2:23][C:22]3=[O:27])[N:18]([S:28]([OH:31])(=[O:29])=[O:30])[C:17]2=[O:32])[N:34]=1, predict the reactants needed to synthesize it. The reactants are: C([O:5][C:6](=[O:46])[C:7]([O:10]/[N:11]=[C:12](/[C:33]1[N:34]=[C:35]([NH:38]C(OC(C)(C)C)=O)[S:36][CH:37]=1)\[C:13]([NH:15][C@H:16]1[C@@H:19]([CH2:20][N:21]2[CH2:26][CH2:25][CH2:24][CH2:23][C:22]2=[O:27])[N:18]([S:28]([OH:31])(=[O:30])=[O:29])[C:17]1=[O:32])=[O:14])([CH3:9])[CH3:8])(C)(C)C.C(O)(C(F)(F)F)=O. (4) Given the product [C:17]([O:20][CH:21]([CH3:45])[CH2:22][CH2:23][CH2:24][CH2:25][N:26]1[C:35](=[O:36])[C:34]2[N:33]([CH3:37])[CH:32]=[N:31][C:30]=2[N:29]([CH2:38][CH2:39][CH2:40][CH2:41][CH2:42][CH2:43][NH:44][C:2](=[O:3])[CH2:4][CH2:5][CH2:6][CH2:7][C@@H:8]2[C@@H:16]3[C@@H:11]([NH:12][C:13]([NH:15]3)=[O:14])[CH2:10][S:9]2)[C:27]1=[O:28])(=[O:19])[CH3:18], predict the reactants needed to synthesize it. The reactants are: O[C:2]([CH2:4][CH2:5][CH2:6][CH2:7][C@H:8]1[C@@H:16]2[C@@H:11]([NH:12][C:13]([NH:15]2)=[O:14])[CH2:10][S:9]1)=[O:3].[C:17]([O:20][C@H:21]([CH3:45])[CH2:22][CH2:23][CH2:24][CH2:25][N:26]1[C:35](=[O:36])[C:34]2[N:33]([CH3:37])[CH:32]=[N:31][C:30]=2[N:29]([CH2:38][CH2:39][CH2:40][CH2:41][CH2:42][CH2:43][NH2:44])[C:27]1=[O:28])(=[O:19])[CH3:18]. (5) Given the product [CH3:20][C:21]1[CH:26]=[C:25]([C:6]2[CH:7]=[C:8]3[C:3](=[CH:4][CH:5]=2)[C:2](=[O:1])[CH2:11][CH2:10][CH2:9]3)[CH:24]=[CH:23][CH:22]=1, predict the reactants needed to synthesize it. The reactants are: [O:1]=[C:2]1[CH2:11][CH2:10][CH2:9][C:8]2[CH:7]=[C:6](OS(C(F)(F)F)(=O)=O)[CH:5]=[CH:4][C:3]1=2.[CH3:20][C:21]1[CH:22]=[C:23](B(O)O)[CH:24]=[CH:25][CH:26]=1. (6) Given the product [Br:19][CH2:1][C:2]1[CH:11]=[CH:10][C:5]([C:6]([O:8][CH3:9])=[O:7])=[CH:4][N:3]=1, predict the reactants needed to synthesize it. The reactants are: [CH3:1][C:2]1[CH:11]=[CH:10][C:5]([C:6]([O:8][CH3:9])=[O:7])=[CH:4][N:3]=1.C1C(=O)N([Br:19])C(=O)C1.CC(N=NC(C#N)(C)C)(C#N)C.C(=O)([O-])O.[Na+]. (7) Given the product [CH3:25][O:24][C:3]1[CH:4]=[C:5]([CH:22]=[CH:23][C:2]=1[C:30]#[C:29][C:28]([O:27][CH3:26])([CH3:32])[CH3:31])[C:6]([NH:8][S:9]([C:12]1[CH:17]=[CH:16][CH:15]=[CH:14][C:13]=1[S:18](=[O:21])(=[O:20])[NH2:19])(=[O:11])=[O:10])=[O:7], predict the reactants needed to synthesize it. The reactants are: Br[C:2]1[CH:23]=[CH:22][C:5]([C:6]([NH:8][S:9]([C:12]2[CH:17]=[CH:16][CH:15]=[CH:14][C:13]=2[S:18](=[O:21])(=[O:20])[NH2:19])(=[O:11])=[O:10])=[O:7])=[CH:4][C:3]=1[O:24][CH3:25].[CH3:26][O:27][C:28]([CH3:32])([CH3:31])[C:29]#[CH:30].